Dataset: Full USPTO retrosynthesis dataset with 1.9M reactions from patents (1976-2016). Task: Predict the reactants needed to synthesize the given product. (1) The reactants are: Cl.[NH2:2][C:3]([CH3:9])([CH3:8])[C:4]([O:6][CH3:7])=[O:5].C(N(CC)CC)C.Cl[C:18](Cl)([O:20]C(=O)OC(Cl)(Cl)Cl)Cl. Given the product [N:2]([C:3]([CH3:9])([CH3:8])[C:4]([O:6][CH3:7])=[O:5])=[C:18]=[O:20], predict the reactants needed to synthesize it. (2) Given the product [Cl:1][C:2]1[C:3]2[S:10][C:9]([C:17]3[CH:22]=[CH:21][N:20]=[CH:19][CH:18]=3)=[CH:8][C:4]=2[N:5]=[CH:6][N:7]=1, predict the reactants needed to synthesize it. The reactants are: [Cl:1][C:2]1[C:3]2[S:10][C:9](I)=[CH:8][C:4]=2[N:5]=[CH:6][N:7]=1.C([Sn](CCCC)(CCCC)[C:17]1[CH:22]=[CH:21][N:20]=[CH:19][CH:18]=1)CCC.C1([As](C2C=CC=CC=2)C2C=CC=CC=2)C=CC=CC=1. (3) Given the product [F:9][C:4]1[CH:3]=[C:2]([N:1]2[CH2:10][CH2:11][CH2:12][C:13]2=[O:14])[CH:7]=[CH:6][C:5]=1[OH:8], predict the reactants needed to synthesize it. The reactants are: [NH2:1][C:2]1[CH:7]=[CH:6][C:5]([OH:8])=[C:4]([F:9])[CH:3]=1.[C:10]1(=O)[O:14][CH2:13][CH2:12][CH2:11]1.Cl. (4) Given the product [C:9]([C:7]1[CH:8]=[C:3]([CH2:1][CH3:2])[CH:4]=[CH:5][C:6]=1[O:17][CH2:18][CH2:32][CH2:31][O:30][C:27]1[CH:28]=[CH:29][C:24]([CH2:23][CH2:22][C:21]([OH:40])=[O:20])=[C:25]([CH3:39])[CH:26]=1)(=[O:10])[C:11]1[CH:16]=[CH:15][CH:14]=[CH:13][CH:12]=1, predict the reactants needed to synthesize it. The reactants are: [CH2:1]([C:3]1[CH:4]=[CH:5][C:6]([O:17][CH3:18])=[C:7]([C:9]([C:11]2[CH:16]=[CH:15][CH:14]=[CH:13][CH:12]=2)=[O:10])[CH:8]=1)[CH3:2].C[O:20][C:21](=[O:40])[CH2:22][CH2:23][C:24]1[CH:29]=[CH:28][C:27]([O:30][CH2:31][CH2:32]COS(C)(=O)=O)=[CH:26][C:25]=1[CH3:39].C([O-])([O-])=O.[Cs+].[Cs+].[OH-].[Na+].Cl.